This data is from Catalyst prediction with 721,799 reactions and 888 catalyst types from USPTO. The task is: Predict which catalyst facilitates the given reaction. (1) Reactant: B(O)(O)[C@H]1N(C([C@@H](N)C(C)C)=O)CCC1.CS(O)(=O)=O.[C@H:21]([OH:30])([C:27]([OH:29])=[O:28])[C@@H:22]([OH:26])[C:23]([OH:25])=[O:24].[CH3:31][N:32]([CH3:48])[CH2:33][C@H:34]([CH3:47])[C@@:35]([C:39]1[CH:44]=[CH:43][CH:42]=[C:41]([O:45][CH3:46])[CH:40]=1)([OH:38])[CH2:36][CH3:37].[CH3:49][N:50]([CH3:66])[CH2:51][C@H:52]([CH3:65])[C@:53]([C:57]1[CH:62]=[CH:61][CH:60]=[C:59]([O:63][CH3:64])[CH:58]=1)([OH:56])[CH2:54][CH3:55].[C:67]([OH:76])(=[O:75])[CH:68]([CH:70]([C:72]([OH:74])=[O:73])[OH:71])[OH:69]. Product: [C:23]([CH:22]([CH:21]([C:27]([OH:29])=[O:28])[OH:30])[OH:26])([OH:25])=[O:24].[CH3:48][N:32]([CH3:31])[CH2:33][CH:34]([CH3:47])[C:35]([C:39]1[CH:44]=[CH:43][CH:42]=[C:41]([O:45][CH3:46])[CH:40]=1)([OH:38])[CH2:36][CH3:37].[C:72]([CH:70]([CH:68]([C:67]([OH:76])=[O:75])[OH:69])[OH:71])([OH:74])=[O:73].[CH3:66][N:50]([CH3:49])[CH2:51][C@H:52]([CH3:65])[C@@:53]([C:57]1[CH:62]=[CH:61][CH:60]=[C:59]([O:63][CH3:64])[CH:58]=1)([OH:56])[CH2:54][CH3:55].[C:23]([CH:22]([CH:21]([C:27]([OH:29])=[O:28])[OH:30])[OH:26])([OH:25])=[O:24].[CH3:48][N:32]([CH3:31])[CH2:33][C@@H:34]([CH3:47])[C@:35]([C:39]1[CH:44]=[CH:43][CH:42]=[C:41]([O:45][CH3:46])[CH:40]=1)([OH:38])[CH2:36][CH3:37].[C:23]([CH:22]([CH:21]([C:27]([OH:29])=[O:28])[OH:30])[OH:26])([OH:25])=[O:24].[CH3:48][N:32]([CH3:31])[CH2:33][C@H:34]([CH3:47])[C@:35]([C:39]1[CH:44]=[CH:43][CH:42]=[C:41]([O:45][CH3:46])[CH:40]=1)([OH:38])[CH2:36][CH3:37]. The catalyst class is: 8. (2) Reactant: [C:1]([O:5][C:6]([N:8]1[CH2:13][CH2:12][CH:11]([OH:14])[CH2:10][CH2:9]1)=[O:7])([CH3:4])([CH3:3])[CH3:2].C(N(CC)CC)C.[CH3:22][S:23](Cl)(=[O:25])=[O:24]. Product: [CH3:22][S:23]([O:14][CH:11]1[CH2:12][CH2:13][N:8]([C:6]([O:5][C:1]([CH3:4])([CH3:2])[CH3:3])=[O:7])[CH2:9][CH2:10]1)(=[O:25])=[O:24]. The catalyst class is: 11. (3) Reactant: [F:1][C:2]1[CH:18]=[CH:17][C:5]([C:6]([C:8]2[CH:16]=[CH:15][CH:14]=[CH:13][C:9]=2[C:10]([OH:12])=[O:11])=O)=[CH:4][CH:3]=1.S(Cl)([Cl:21])=O. Product: [Cl:21][C:6]1([C:5]2[CH:17]=[CH:18][C:2]([F:1])=[CH:3][CH:4]=2)[C:8]2[C:9](=[CH:13][CH:14]=[CH:15][CH:16]=2)[C:10](=[O:12])[O:11]1. The catalyst class is: 198. (4) Reactant: [C:1]([NH:4][CH2:5][CH2:6][CH2:7][S:8]([O:11][CH2:12][C:13]([CH3:18])([CH3:17])[CH2:14][CH:15]=[O:16])(=[O:10])=[O:9])(=[O:3])[CH3:2].CO.IN1[C:26](=[O:27])CCC1=O.C(=O)([O-])[O-].[K+].[K+]. Product: [C:1]([NH:4][CH2:5][CH2:6][CH2:7][S:8]([O:11][CH2:12][C:13]([CH3:18])([CH3:17])[CH2:14][C:15]([O:27][CH3:26])=[O:16])(=[O:10])=[O:9])(=[O:3])[CH3:2]. The catalyst class is: 47. (5) Reactant: [CH3:1][C:2]1([CH3:30])[C:6]([CH3:8])([CH3:7])[O:5][B:4]([C:9]2[CH:29]=[CH:28][C:12]([CH2:13][NH:14][C:15]3[N:23]=[CH:22][C:21]([C:24]([F:27])([F:26])[F:25])=[CH:20][C:16]=3[C:17]([OH:19])=O)=[CH:11][CH:10]=2)[O:3]1.F[P-](F)(F)(F)(F)F.C[N+](C)=C(N(C)C)ON1C2N=CC=CC=2N=N1.C(N(CC)C(C)C)(C)C.[F:64][C:65]1[CH:66]=[CH:67][C:68]([NH2:71])=[N:69][CH:70]=1. Product: [F:64][C:65]1[CH:66]=[CH:67][C:68]([NH:71][C:17](=[O:19])[C:16]2[CH:20]=[C:21]([C:24]([F:26])([F:27])[F:25])[CH:22]=[N:23][C:15]=2[NH:14][CH2:13][C:12]2[CH:28]=[CH:29][C:9]([B:4]3[O:3][C:2]([CH3:1])([CH3:30])[C:6]([CH3:7])([CH3:8])[O:5]3)=[CH:10][CH:11]=2)=[N:69][CH:70]=1. The catalyst class is: 508. (6) Reactant: [CH3:1][C:2]1([CH3:8])[CH2:6][NH:5][CH2:4][C@@H:3]1[OH:7].C(N(CC)CC)C.[C:16]([O:20][C:21](O[C:21]([O:20][C:16]([CH3:19])([CH3:18])[CH3:17])=[O:22])=[O:22])([CH3:19])([CH3:18])[CH3:17]. Product: [C:16]([O:20][C:21]([N:5]1[CH2:4][C@H:3]([OH:7])[C:2]([CH3:8])([CH3:1])[CH2:6]1)=[O:22])([CH3:19])([CH3:18])[CH3:17]. The catalyst class is: 1. (7) Reactant: [OH:1][C@H:2]1[CH2:6][N:5]([C:7]([O:9][CH2:10][C:11]2[CH:16]=[CH:15][CH:14]=[CH:13][CH:12]=2)=[O:8])[CH:4]([C:17]([O:19][CH3:20])=[O:18])[CH2:3]1.FC(F)(F)S(O[CH2:27][CH:28]([F:30])[F:29])(=O)=O.[H-].[Na+]. Product: [F:29][CH:28]([F:30])[CH2:27][O:1][C@H:2]1[CH2:6][N:5]([C:7]([O:9][CH2:10][C:11]2[CH:12]=[CH:13][CH:14]=[CH:15][CH:16]=2)=[O:8])[CH:4]([C:17]([O:19][CH3:20])=[O:18])[CH2:3]1. The catalyst class is: 9. (8) Reactant: [C:1]([N:5]1[C:10](=[O:11])[C:9]([CH2:12][OH:13])=[C:8]([S:14][CH2:15][C:16]2[CH:21]=[CH:20][C:19]([C:22]([CH3:25])([CH3:24])[CH3:23])=[CH:18][CH:17]=2)[CH:7]=[N:6]1)([CH3:4])([CH3:3])[CH3:2].N1C=CC=CC=1.[C:32]1([CH3:42])[CH:37]=[CH:36][C:35]([S:38](Cl)(=[O:40])=[O:39])=[CH:34][CH:33]=1. Product: [C:1]([N:5]1[C:10](=[O:11])[C:9]([CH2:12][O:13][S:38]([C:35]2[CH:36]=[CH:37][C:32]([CH3:42])=[CH:33][CH:34]=2)(=[O:40])=[O:39])=[C:8]([S:14][CH2:15][C:16]2[CH:17]=[CH:18][C:19]([C:22]([CH3:25])([CH3:24])[CH3:23])=[CH:20][CH:21]=2)[CH:7]=[N:6]1)([CH3:4])([CH3:3])[CH3:2]. The catalyst class is: 13.